Dataset: Reaction yield outcomes from USPTO patents with 853,638 reactions. Task: Predict the reaction yield, written as a fraction of the theoretical maximum amount of product (1.0 means a 100% yield; for example, 0.34 means a 34% yield). (1) The reactants are [F:1][C:2]1[CH:7]=[CH:6][C:5](I)=[CH:4][CH:3]=1.Br[C:10]([F:17])([F:16])[C:11]([O:13][CH2:14][CH3:15])=[O:12]. The catalyst is CS(C)=O.CCOC(C)=O.O.[Cu]. The product is [F:16][C:10]([F:17])([C:5]1[CH:6]=[CH:7][C:2]([F:1])=[CH:3][CH:4]=1)[C:11]([O:13][CH2:14][CH3:15])=[O:12]. The yield is 0.550. (2) The reactants are Br[C:2]1[C:11]2[C:6](=[CH:7][CH:8]=[C:9]([O:12][CH3:13])[CH:10]=2)[C:5](=[O:14])[N:4]([C:15]2[CH:22]=[CH:21][C:18]([CH:19]=[O:20])=[C:17]([O:23][CH3:24])[CH:16]=2)[CH:3]=1.C(=O)([O-])[O-].[K+].[K+].[F:31][C:32]([F:43])([F:42])[C:33]1[CH:38]=[CH:37][C:36](B(O)O)=[CH:35][CH:34]=1. The catalyst is C1C=CC([P]([Pd]([P](C2C=CC=CC=2)(C2C=CC=CC=2)C2C=CC=CC=2)([P](C2C=CC=CC=2)(C2C=CC=CC=2)C2C=CC=CC=2)[P](C2C=CC=CC=2)(C2C=CC=CC=2)C2C=CC=CC=2)(C2C=CC=CC=2)C2C=CC=CC=2)=CC=1. The product is [CH3:24][O:23][C:17]1[CH:16]=[C:15]([N:4]2[CH:3]=[C:2]([C:36]3[CH:37]=[CH:38][C:33]([C:32]([F:43])([F:42])[F:31])=[CH:34][CH:35]=3)[C:11]3[C:6](=[CH:7][CH:8]=[C:9]([O:12][CH3:13])[CH:10]=3)[C:5]2=[O:14])[CH:22]=[CH:21][C:18]=1[CH:19]=[O:20]. The yield is 0.798. (3) The reactants are [CH:1]1([N:6]2[C:10]3[N:11]=[C:12]([NH:15][C:16]4[CH:25]=[CH:24][C:23]5[CH2:22][NH:21][CH2:20][CH2:19][C:18]=5[N:17]=4)[N:13]=[CH:14][C:9]=3[C:8]3[CH:26]=[CH:27][N:28]=[CH:29][C:7]2=3)[CH2:5][CH2:4][CH2:3][CH2:2]1.[OH:30][CH2:31][C:32](O)=[O:33].C(Cl)CCl.ON1C2C=CC=CC=2N=N1.C(N(CC)C(C)C)(C)C. The catalyst is CN(C=O)C. The product is [CH:1]1([N:6]2[C:10]3[N:11]=[C:12]([NH:15][C:16]4[CH:25]=[CH:24][C:23]5[CH2:22][N:21]([C:31](=[O:30])[CH2:32][OH:33])[CH2:20][CH2:19][C:18]=5[N:17]=4)[N:13]=[CH:14][C:9]=3[C:8]3[CH:26]=[CH:27][N:28]=[CH:29][C:7]2=3)[CH2:2][CH2:3][CH2:4][CH2:5]1. The yield is 0.700.